Predict which catalyst facilitates the given reaction. From a dataset of Catalyst prediction with 721,799 reactions and 888 catalyst types from USPTO. (1) Reactant: N[C:2]1[N:10]=[C:9]2[C:5]([N:6]=[CH:7][N:8]2[CH2:11][C:12]2[CH:17]=[CH:16][CH:15]=[C:14]([CH2:18][C:19]([O:21][CH3:22])=[O:20])[CH:13]=2)=[C:4]([Cl:23])[N:3]=1.[I-].[I:25]CI.C(ON=O)CC(C)C. Product: [Cl:23][C:4]1[N:3]=[C:2]([I:25])[N:10]=[C:9]2[C:5]=1[N:6]=[CH:7][N:8]2[CH2:11][C:12]1[CH:17]=[CH:16][CH:15]=[C:14]([CH2:18][C:19]([O:21][CH3:22])=[O:20])[CH:13]=1. The catalyst class is: 1. (2) Reactant: O1CCCC1.B(F)(F)F.CCOCC.[OH:15][C:16]1[CH:23]=[CH:22][C:19]([CH:20]=O)=[CH:18][CH:17]=1.[CH2:24]([SH:27])[CH2:25][SH:26]. Product: [S:26]1[CH2:25][CH2:24][S:27][CH:20]1[C:19]1[CH:22]=[CH:23][C:16]([OH:15])=[CH:17][CH:18]=1. The catalyst class is: 232.